From a dataset of Forward reaction prediction with 1.9M reactions from USPTO patents (1976-2016). Predict the product of the given reaction. (1) Given the reactants Cl[C:2]1[CH:7]=[CH:6][C:5]([N+:8]([O-:10])=[O:9])=[CH:4][C:3]=1[O:11][CH3:12].[CH2:13]([O:15][C:16](=[O:20])[CH2:17][C:18]#[N:19])[CH3:14].C([O-])([O-])=O.[K+].[K+], predict the reaction product. The product is: [CH2:13]([O:15][C:16](=[O:20])[CH:17]([C:18]#[N:19])[C:2]1[CH:7]=[CH:6][C:5]([N+:8]([O-:10])=[O:9])=[CH:4][C:3]=1[O:11][CH3:12])[CH3:14]. (2) Given the reactants [C:1]1([N:7]([C:23]2[CH:28]=[CH:27][C:26]([CH3:29])=[CH:25][CH:24]=2)[C:8]2[CH:13]=[CH:12][C:11]([C:14]3[CH:19]=[CH:18][C:17]([CH2:20][CH2:21][CH3:22])=[CH:16][CH:15]=3)=[CH:10][CH:9]=2)[CH:6]=[CH:5][CH:4]=[CH:3][CH:2]=1.[CH3:30]N(C=O)C.P(Cl)(Cl)(Cl)=O.[OH2:40], predict the reaction product. The product is: [CH2:20]([C:17]1[CH:18]=[CH:19][C:14]([C:11]2[CH:12]=[CH:13][C:8]([N:7]([C:1]3[CH:2]=[CH:3][C:4]([CH3:30])=[CH:5][CH:6]=3)[C:23]3[CH:24]=[CH:25][C:26]([CH:29]=[O:40])=[CH:27][CH:28]=3)=[CH:9][CH:10]=2)=[CH:15][CH:16]=1)[CH2:21][CH3:22].